This data is from Full USPTO retrosynthesis dataset with 1.9M reactions from patents (1976-2016). The task is: Predict the reactants needed to synthesize the given product. (1) Given the product [Cl:18][C:19]1[CH:20]=[CH:21][C:22]2[N:23]([C:25]([C:28]([C:2]3[CH:3]=[C:4]4[C:8](=[CH:9][C:10]=3[F:11])[N:7]([CH3:12])[N:6]=[CH:5]4)([OH:30])[CH3:29])=[CH:26][N:27]=2)[N:24]=1, predict the reactants needed to synthesize it. The reactants are: Br[C:2]1[CH:3]=[C:4]2[C:8](=[CH:9][C:10]=1[F:11])[N:7]([CH3:12])[N:6]=[CH:5]2.[Li]CCCC.[Cl:18][C:19]1[CH:20]=[CH:21][C:22]2[N:23]([C:25]([C:28](=[O:30])[CH3:29])=[CH:26][N:27]=2)[N:24]=1. (2) Given the product [Cl:1][C:2]1[CH:7]=[CH:6][C:5]([S:15][C:9]2[CH:14]=[CH:13][CH:12]=[CH:11][CH:10]=2)=[CH:4][N:3]=1, predict the reactants needed to synthesize it. The reactants are: [Cl:1][C:2]1[CH:7]=[CH:6][C:5](I)=[CH:4][N:3]=1.[C:9]1([SH:15])[CH:14]=[CH:13][CH:12]=[CH:11][CH:10]=1.C[O-].[Na+].